From a dataset of Forward reaction prediction with 1.9M reactions from USPTO patents (1976-2016). Predict the product of the given reaction. Given the reactants [CH2:1]([N:3]([CH2:14][CH3:15])[C:4]1[CH:5]=[CH:6][C:7]([N+:11]([O-:13])=[O:12])=[C:8]([OH:10])[CH:9]=1)[CH3:2].CO.[C:18]1(P(C2C=CC=CC=2)C2C=CC=CC=2)C=CC=CC=1.CCOC(/N=N/C(OCC)=O)=O, predict the reaction product. The product is: [CH2:14]([N:3]([CH2:1][CH3:2])[C:4]1[CH:5]=[CH:6][C:7]([N+:11]([O-:13])=[O:12])=[C:8]([O:10][CH3:18])[CH:9]=1)[CH3:15].